From a dataset of Reaction yield outcomes from USPTO patents with 853,638 reactions. Predict the reaction yield, written as a fraction of the theoretical maximum amount of product (1.0 means a 100% yield; for example, 0.34 means a 34% yield). The reactants are [CH3:1][C:2]1([CH3:12])[NH:7][CH2:6][C:5]2C=CC=C[C:4]=2O1.[H-].[H-].[H-].[H-].[Li+].[Al+3].[CH2:19]1[CH2:23][O:22][CH2:21][CH2:20]1. No catalyst specified. The product is [CH:2]([NH:7][C:6]1[CH:5]=[CH:4][CH:21]=[CH:20][C:19]=1[CH2:23][OH:22])([CH3:12])[CH3:1]. The yield is 0.950.